This data is from Peptide-MHC class I binding affinity with 185,985 pairs from IEDB/IMGT. The task is: Regression. Given a peptide amino acid sequence and an MHC pseudo amino acid sequence, predict their binding affinity value. This is MHC class I binding data. (1) The peptide sequence is PLYRLSPKK. The MHC is HLA-B15:17 with pseudo-sequence HLA-B15:17. The binding affinity (normalized) is 0.0847. (2) The peptide sequence is RRTKLPLTK. The MHC is HLA-B27:05 with pseudo-sequence HLA-B27:05. The binding affinity (normalized) is 0.595. (3) The peptide sequence is DLLNVKMAL. The MHC is HLA-A02:06 with pseudo-sequence HLA-A02:06. The binding affinity (normalized) is 0.384. (4) The peptide sequence is AFHHVAREL. The MHC is HLA-A03:01 with pseudo-sequence HLA-A03:01. The binding affinity (normalized) is 0.